Dataset: Catalyst prediction with 721,799 reactions and 888 catalyst types from USPTO. Task: Predict which catalyst facilitates the given reaction. (1) Reactant: [CH2:1]([O:3][C:4](=[O:17])[CH2:5][O:6][C:7]1[CH:12]=[CH:11][C:10]([N+:13]([O-])=O)=[CH:9][C:8]=1[F:16])[CH3:2].Cl. Product: [CH2:1]([O:3][C:4](=[O:17])[CH2:5][O:6][C:7]1[CH:12]=[CH:11][C:10]([NH2:13])=[CH:9][C:8]=1[F:16])[CH3:2]. The catalyst class is: 50. (2) Reactant: [C:1]([NH:5][S:6]([C:9]1[CH:14]=[CH:13][C:12]([C:15](=O)[CH2:16][C:17](=O)[C:18]([O:20][CH2:21][CH3:22])=[O:19])=[C:11]([Cl:25])[C:10]=1[Cl:26])(=[O:8])=[O:7])([CH3:4])([CH3:3])[CH3:2].[CH:27]1([CH2:33][NH:34][NH2:35])[CH2:32][CH2:31][CH2:30][CH2:29][CH2:28]1.Cl. Product: [C:1]([NH:5][S:6]([C:9]1[CH:14]=[CH:13][C:12]([C:15]2[N:34]([CH2:33][CH:27]3[CH2:32][CH2:31][CH2:30][CH2:29][CH2:28]3)[N:35]=[C:17]([C:18]([O:20][CH2:21][CH3:22])=[O:19])[CH:16]=2)=[C:11]([Cl:25])[C:10]=1[Cl:26])(=[O:8])=[O:7])([CH3:4])([CH3:3])[CH3:2]. The catalyst class is: 14. (3) Reactant: [OH:1][C:2]1[CH:3]=[C:4]([CH:7]=[CH:8][C:9]=1[I:10])[C:5]#[N:6].[CH2:11](Cl)[O:12][CH3:13].[H-].[Na+]. Product: [I:10][C:9]1[CH:8]=[CH:7][C:4]([C:5]#[N:6])=[CH:3][C:2]=1[O:1][CH2:11][O:12][CH3:13]. The catalyst class is: 9. (4) Reactant: [Cl:1][C:2]1[CH:7]=[CH:6][C:5]([S:8]([C:11]2([C:25]3[CH:30]=[C:29]([F:31])[CH:28]=[CH:27][C:26]=3[F:32])[CH2:16][CH2:15][CH:14]([NH:17][S:18]([CH2:21][C:22]([NH2:24])=O)(=[O:20])=[O:19])[CH2:13][CH2:12]2)(=[O:10])=[O:9])=[CH:4][CH:3]=1.S(Cl)(Cl)=O.CN(C)C=O. Product: [Cl:1][C:2]1[CH:7]=[CH:6][C:5]([S:8]([C:11]2([C:25]3[CH:30]=[C:29]([F:31])[CH:28]=[CH:27][C:26]=3[F:32])[CH2:12][CH2:13][CH:14]([NH:17][S:18]([CH2:21][C:22]#[N:24])(=[O:20])=[O:19])[CH2:15][CH2:16]2)(=[O:10])=[O:9])=[CH:4][CH:3]=1. The catalyst class is: 11. (5) Reactant: [Cl:1][C:2]1[C:14]2[C:13]3[C:8](=[CH:9][CH:10]=[C:11]([NH:15][CH:16]=O)[CH:12]=3)[NH:7][C:6]=2[N:5]=[CH:4][CH:3]=1.CN(C)CCN(C)C.C([O-])(O)=O.[Na+]. Product: [Cl:1][C:2]1[C:14]2[C:13]3[C:8](=[CH:9][CH:10]=[C:11]([NH:15][CH3:16])[CH:12]=3)[NH:7][C:6]=2[N:5]=[CH:4][CH:3]=1. The catalyst class is: 1. (6) Reactant: [C:1]1([C:7]2[N:8]([N:18]=[C:19]([CH3:23])[C:20](=O)[CH3:21])[C:9]([C:12]3[CH:17]=[CH:16][CH:15]=[CH:14][CH:13]=3)=[CH:10][CH:11]=2)[CH:6]=[CH:5][CH:4]=[CH:3][CH:2]=1.CN(C=O)C.[N:29]1[CH:34]=[CH:33][CH:32]=[C:31]([C:35]2[N:36]([NH2:46])[C:37]([C:40]3[CH:41]=[N:42][CH:43]=[CH:44][CH:45]=3)=[CH:38][CH:39]=2)[CH:30]=1.C1(C)C=CC(S(O)(=O)=O)=CC=1. Product: [C:1]1([C:7]2[N:8]([N:18]=[C:19]([C:20](=[N:46][N:36]3[C:37]([C:40]4[CH:41]=[N:42][CH:43]=[CH:44][CH:45]=4)=[CH:38][CH:39]=[C:35]3[C:31]3[CH:30]=[N:29][CH:34]=[CH:33][CH:32]=3)[CH3:21])[CH3:23])[C:9]([C:12]3[CH:17]=[CH:16][CH:15]=[CH:14][CH:13]=3)=[CH:10][CH:11]=2)[CH:6]=[CH:5][CH:4]=[CH:3][CH:2]=1. The catalyst class is: 93. (7) Reactant: [CH3:1][C:2]1[CH:3]=[C:4]([C:24]2[CH:25]=[C:26]([CH:30]=[O:31])[CH:27]=[N:28][CH:29]=2)[CH:5]=[C:6]2[C:10]=1[C:9](=[O:11])[N:8]([CH2:12][C:13]1[CH:18]=[CH:17][C:16]([O:19][C:20]([F:23])([F:22])[F:21])=[CH:15][CH:14]=1)[CH2:7]2.[BH4-].[Na+].O. Product: [OH:31][CH2:30][C:26]1[CH:25]=[C:24]([C:4]2[CH:5]=[C:6]3[C:10](=[C:2]([CH3:1])[CH:3]=2)[C:9](=[O:11])[N:8]([CH2:12][C:13]2[CH:14]=[CH:15][C:16]([O:19][C:20]([F:22])([F:23])[F:21])=[CH:17][CH:18]=2)[CH2:7]3)[CH:29]=[N:28][CH:27]=1. The catalyst class is: 8. (8) Reactant: [Mg].Br[C:3]1[CH:4]=[C:5]([O:9][CH3:10])[CH:6]=[CH:7][CH:8]=1.[NH2:11][C:12]1[N:16]([C:17]2[CH:22]=[CH:21][C:20]([F:23])=[CH:19][CH:18]=2)[N:15]=[CH:14][C:13]=1[C:24]([O:26]C1C=CC=CN=1)=S. Product: [NH2:11][C:12]1[N:16]([C:17]2[CH:18]=[CH:19][C:20]([F:23])=[CH:21][CH:22]=2)[N:15]=[CH:14][C:13]=1[C:24](=[O:26])[C:3]1[CH:8]=[CH:7][CH:6]=[C:5]([O:9][CH3:10])[CH:4]=1. The catalyst class is: 7. (9) Reactant: [CH3:1][CH:2]([O:4][C:5]1[CH:6]=[C:7]([O:11][C:12]2[N:17]=[CH:16][C:15]([NH:18][C:19](=[O:23])[C@@H:20]([CH3:22])[NH2:21])=[CH:14][CH:13]=2)[CH:8]=[CH:9][CH:10]=1)[CH3:3].C(N(CC)CC)C.Cl[C:32](Cl)([O:34]C(=O)OC(Cl)(Cl)Cl)Cl. Product: [CH3:22][C@H:20]1[NH:21][C:32](=[O:34])[N:18]([C:15]2[CH:16]=[N:17][C:12]([O:11][C:7]3[CH:8]=[CH:9][CH:10]=[C:5]([O:4][CH:2]([CH3:1])[CH3:3])[CH:6]=3)=[CH:13][CH:14]=2)[C:19]1=[O:23]. The catalyst class is: 4. (10) Reactant: [CH3:1][N:2]1[CH:6]=[C:5]([C:7]2[C:8]([C:31]([N:33]3[CH2:38][CH2:37][CH2:36][CH2:35][CH2:34]3)=[O:32])=[CH:9][C:10]([O:23][CH2:24][C:25]3[CH:30]=[CH:29][CH:28]=[CH:27][CH:26]=3)=[C:11]([CH:22]=2)[C:12]([O:14]CC2C=CC=CC=2)=[O:13])[CH:4]=[N:3]1.[OH-].[Li+].O.Cl. The catalyst class is: 7. Product: [CH3:1][N:2]1[CH:6]=[C:5]([C:7]2[C:8]([C:31]([N:33]3[CH2:38][CH2:37][CH2:36][CH2:35][CH2:34]3)=[O:32])=[CH:9][C:10]([O:23][CH2:24][C:25]3[CH:30]=[CH:29][CH:28]=[CH:27][CH:26]=3)=[C:11]([CH:22]=2)[C:12]([OH:14])=[O:13])[CH:4]=[N:3]1.